Task: Regression/Classification. Given a drug SMILES string, predict its absorption, distribution, metabolism, or excretion properties. Task type varies by dataset: regression for continuous measurements (e.g., permeability, clearance, half-life) or binary classification for categorical outcomes (e.g., BBB penetration, CYP inhibition). Dataset: cyp1a2_veith.. Dataset: CYP1A2 inhibition data for predicting drug metabolism from PubChem BioAssay (1) The compound is COCCNc1cc(-c2ccccc2CN(C)C)ncn1. The result is 0 (non-inhibitor). (2) The molecule is CN(NC(=O)NN)c1ncc(C(F)(F)F)cc1Cl. The result is 1 (inhibitor).